This data is from Full USPTO retrosynthesis dataset with 1.9M reactions from patents (1976-2016). The task is: Predict the reactants needed to synthesize the given product. (1) Given the product [Cl:1][C:2]1[C:3]([C:4]([NH:22][C:21]2[CH:20]=[CH:19][C:18]([O:11][C:12]3[CH:17]=[CH:16][CH:15]=[CH:14][CH:13]=3)=[CH:24][CH:23]=2)=[O:5])=[CH:7][CH:8]=[CH:9][N:10]=1, predict the reactants needed to synthesize it. The reactants are: [Cl:1][C:2]1[N:10]=[CH:9][CH:8]=[CH:7][C:3]=1[C:4](Cl)=[O:5].[O:11]([C:18]1[CH:24]=[CH:23][C:21]([NH2:22])=[CH:20][CH:19]=1)[C:12]1[CH:17]=[CH:16][CH:15]=[CH:14][CH:13]=1.CCN(C(C)C)C(C)C.CCOC(C)=O. (2) Given the product [CH3:18][O:17][C:10]1[CH:11]=[CH:12][CH:13]=[C:14]2[C:9]=1[CH:8]=[C:7]([C:21]#[N:22])[CH:16]=[CH:15]2, predict the reactants needed to synthesize it. The reactants are: FC(F)(F)S(O[C:7]1[CH:16]=[CH:15][C:14]2[C:9](=[C:10]([O:17][CH3:18])[CH:11]=[CH:12][CH:13]=2)[CH:8]=1)(=O)=O.[CH3:21][N:22](C=O)C. (3) Given the product [F:1][C:2]([F:20])([C:8]1[CH:13]=[CH:12][CH:11]=[CH:10][C:9]=1[O:14][CH2:15][C:16]([F:17])([F:19])[F:18])[C:3]([OH:5])=[O:4], predict the reactants needed to synthesize it. The reactants are: [F:1][C:2]([F:20])([C:8]1[CH:13]=[CH:12][CH:11]=[CH:10][C:9]=1[O:14][CH2:15][C:16]([F:19])([F:18])[F:17])[C:3]([O:5]CC)=[O:4].CO.O.[OH-].[Li+]. (4) Given the product [N+:1]([C:4]1[CH:5]=[CH:6][C:7]([C:8]([O:10][C:11]([CH2:22][CH3:23])([C:18]([F:19])([F:20])[F:21])[C:12]#[CH:13])=[O:9])=[CH:24][CH:25]=1)([O-:3])=[O:2], predict the reactants needed to synthesize it. The reactants are: [N+:1]([C:4]1[CH:25]=[CH:24][C:7]([C:8]([O:10][C:11]([CH2:22][CH3:23])([C:18]([F:21])([F:20])[F:19])[C:12]#[C:13][Si](C)(C)C)=[O:9])=[CH:6][CH:5]=1)([O-:3])=[O:2].[O-]P([O-])([O-])=O.[K+].[K+].[K+].O.Cl. (5) The reactants are: [C:1]([O:5][C:6]([N:8]1[CH2:12][CH2:11][C:10](=[O:13])[CH2:9]1)=[O:7])([CH3:4])([CH3:3])[CH3:2].[Cl:14][C:15]1[CH:20]=[CH:19][C:18]([Mg]Br)=[CH:17][CH:16]=1. Given the product [C:1]([O:5][C:6]([N:8]1[CH2:12][CH2:11][C:10]([C:18]2[CH:19]=[CH:20][C:15]([Cl:14])=[CH:16][CH:17]=2)([OH:13])[CH2:9]1)=[O:7])([CH3:4])([CH3:2])[CH3:3], predict the reactants needed to synthesize it. (6) Given the product [CH3:1][O:2][C:3]([C:5]1[O:6][C:7]([CH3:27])=[C:8]([CH2:10][O:11][C:12]2[CH:13]=[CH:14][C:15]([C:29]3[CH:34]=[CH:33][C:32]([O:35][CH3:36])=[CH:31][C:30]=3[O:37][CH3:38])=[CH:16][CH:17]=2)[CH:9]=1)=[O:4], predict the reactants needed to synthesize it. The reactants are: [CH3:1][O:2][C:3]([C:5]1[O:6][C:7]([CH3:27])=[C:8]([CH2:10][O:11][C:12]2[CH:17]=[CH:16][C:15](B3OC(C)(C)C(C)(C)O3)=[CH:14][CH:13]=2)[CH:9]=1)=[O:4].Br[C:29]1[CH:34]=[CH:33][C:32]([O:35][CH3:36])=[CH:31][C:30]=1[O:37][CH3:38].